From a dataset of Full USPTO retrosynthesis dataset with 1.9M reactions from patents (1976-2016). Predict the reactants needed to synthesize the given product. (1) Given the product [CH3:10][C:8]1[CH:7]=[CH:6][NH:5][C:4]([NH:11][C:12]([C:25]2[CH:30]=[CH:29][CH:28]=[CH:27][CH:26]=2)([C:19]2[CH:20]=[CH:21][CH:22]=[CH:23][CH:24]=2)[C:13]2[CH:18]=[CH:17][CH:16]=[CH:15][CH:14]=2)([CH:3]=[O:2])[CH:9]=1, predict the reactants needed to synthesize it. The reactants are: C[O:2][C:3](=O)[C:4]1([NH:11][C:12]([C:25]2[CH:30]=[CH:29][CH:28]=[CH:27][CH:26]=2)([C:19]2[CH:24]=[CH:23][CH:22]=[CH:21][CH:20]=2)[C:13]2[CH:18]=[CH:17][CH:16]=[CH:15][CH:14]=2)[CH:9]=[C:8]([CH3:10])[CH:7]=[CH:6][NH:5]1.[H-].C([Al+]CC(C)C)C(C)C.C(OCC)C.N. (2) Given the product [CH:17]1([C:12]2[CH:11]=[C:10]([NH:9][CH2:8][C:7]3[C:6]([O:20][CH3:21])=[N:5][C:4]([O:22][CH3:23])=[N:3][C:2]=3[CH:24]=[CH2:25])[N:14]([CH2:15][CH3:16])[N:13]=2)[CH2:19][CH2:18]1, predict the reactants needed to synthesize it. The reactants are: Cl[C:2]1[C:7]([CH2:8][NH:9][C:10]2[N:14]([CH2:15][CH3:16])[N:13]=[C:12]([CH:17]3[CH2:19][CH2:18]3)[CH:11]=2)=[C:6]([O:20][CH3:21])[N:5]=[C:4]([O:22][CH3:23])[N:3]=1.[CH3:24][C:25]1(C)C(C)(C)OB(C=C)O1.C(=O)([O-])[O-].[Na+].[Na+]. (3) Given the product [Cl:21][C:22]1[CH:23]=[CH:24][C:25]([N+:31]([O-:33])=[O:32])=[C:26]([CH:30]=1)[C:27]([NH:14][C:11]1[CH:12]=[CH:13][N:9]([C:4]2[CH:5]=[CH:6][C:7]([CH3:8])=[C:2]([CH3:1])[CH:3]=2)[N:10]=1)=[O:28], predict the reactants needed to synthesize it. The reactants are: [CH3:1][C:2]1[CH:3]=[C:4]([N:9]2[CH:13]=[CH:12][C:11]([NH2:14])=[N:10]2)[CH:5]=[CH:6][C:7]=1[CH3:8].N1C=CC=CC=1.[Cl:21][C:22]1[CH:23]=[CH:24][C:25]([N+:31]([O-:33])=[O:32])=[C:26]([CH:30]=1)[C:27](Cl)=[O:28]. (4) The reactants are: Br[C:2]1[CH:7]=[CH:6][CH:5]=[CH:4][C:3]=1[CH2:8][CH2:9][C:10]([N:12]([CH:22]([CH3:24])[CH3:23])[NH:13][C:14](=[O:21])[C:15]1[CH:20]=[CH:19][CH:18]=[CH:17][CH:16]=1)=[O:11].C([O-])([O-])=O.[Na+].[Na+].[Cl:31][C:32]1[CH:33]=[C:34](B(O)O)[CH:35]=[CH:36][CH:37]=1. Given the product [Cl:31][C:32]1[CH:37]=[C:36]([C:2]2[CH:7]=[CH:6][CH:5]=[CH:4][C:3]=2[CH2:8][CH2:9][C:10]([N:12]([CH:22]([CH3:24])[CH3:23])[NH:13][C:14](=[O:21])[C:15]2[CH:20]=[CH:19][CH:18]=[CH:17][CH:16]=2)=[O:11])[CH:35]=[CH:34][CH:33]=1, predict the reactants needed to synthesize it. (5) Given the product [I:10][C:11]1[CH:19]=[CH:18][C:17]([N+:20]([O-:22])=[O:21])=[CH:16][C:12]=1[C:13]([NH2:3])=[O:14], predict the reactants needed to synthesize it. The reactants are: CC[N:3](C(C)C)C(C)C.[I:10][C:11]1[CH:19]=[CH:18][C:17]([N+:20]([O-:22])=[O:21])=[CH:16][C:12]=1[C:13](Cl)=[O:14]. (6) Given the product [Cl:1][C:2]1[CH:7]=[CH:6][C:5]([S:15][C:9]2[CH:14]=[CH:13][CH:12]=[CH:11][CH:10]=2)=[CH:4][N:3]=1, predict the reactants needed to synthesize it. The reactants are: [Cl:1][C:2]1[CH:7]=[CH:6][C:5](I)=[CH:4][N:3]=1.[C:9]1([SH:15])[CH:14]=[CH:13][CH:12]=[CH:11][CH:10]=1.[OH-].[Na+]. (7) Given the product [C:3]1([CH3:11])[CH:8]=[CH:7][C:6]([C:9]2([NH2:10])[CH2:13][CH2:12]2)=[CH:5][CH:4]=1, predict the reactants needed to synthesize it. The reactants are: N#N.[C:3]1([CH3:11])[CH:8]=[CH:7][C:6]([C:9]#[N:10])=[CH:5][CH:4]=1.[CH3:12][CH2:13][Mg+].[Br-].B(F)(F)F.CCOCC.Cl.[OH-].[Na+]. (8) Given the product [CH2:36]([N:40]([CH2:45][CH2:46][CH2:47][CH3:48])[CH2:41][CH2:42][CH2:43][NH:44][C:16]1[N:17]=[C:18]([C:19]2[CH:20]=[C:21]([CH:28]=[CH:29][C:30]=2[CH3:31])[C:22]([NH:24][CH2:25][CH2:26][CH3:27])=[O:23])[C:13]2[CH2:12][NH:11][C:10](=[O:35])[N:9]([C:3]3[C:2]([F:1])=[CH:7][CH:6]=[CH:5][C:4]=3[F:8])[C:14]=2[N:15]=1)[CH2:37][CH2:38][CH3:39], predict the reactants needed to synthesize it. The reactants are: [F:1][C:2]1[CH:7]=[CH:6][CH:5]=[C:4]([F:8])[C:3]=1[N:9]1[C:14]2[N:15]=[C:16](S(C)=O)[N:17]=[C:18]([C:19]3[CH:20]=[C:21]([CH:28]=[CH:29][C:30]=3[CH3:31])[C:22]([NH:24][CH2:25][CH2:26][CH3:27])=[O:23])[C:13]=2[CH2:12][NH:11][C:10]1=[O:35].[CH2:36]([N:40]([CH2:45][CH2:46][CH2:47][CH3:48])[CH2:41][CH2:42][CH2:43][NH2:44])[CH2:37][CH2:38][CH3:39].